The task is: Regression. Given a peptide amino acid sequence and an MHC pseudo amino acid sequence, predict their binding affinity value. This is MHC class I binding data.. This data is from Peptide-MHC class I binding affinity with 185,985 pairs from IEDB/IMGT. (1) The peptide sequence is KVVSLVILA. The MHC is HLA-A02:01 with pseudo-sequence HLA-A02:01. The binding affinity (normalized) is 0.444. (2) The peptide sequence is VQSVLRDISI. The MHC is HLA-A02:06 with pseudo-sequence HLA-A02:06. The binding affinity (normalized) is 0.549. (3) The peptide sequence is KRSTPFYTK. The MHC is HLA-A01:01 with pseudo-sequence HLA-A01:01. The binding affinity (normalized) is 0.0847. (4) The peptide sequence is VMTDGPANK. The MHC is HLA-B27:03 with pseudo-sequence HLA-B27:03. The binding affinity (normalized) is 0.0847. (5) The MHC is HLA-B46:01 with pseudo-sequence HLA-B46:01. The peptide sequence is SHAKVLVTF. The binding affinity (normalized) is 0.0847. (6) The peptide sequence is TPNNLNKIQL. The MHC is HLA-B54:01 with pseudo-sequence HLA-B54:01. The binding affinity (normalized) is 0.121. (7) The peptide sequence is WFNYLFGGF. The MHC is HLA-A24:02 with pseudo-sequence HLA-A24:02. The binding affinity (normalized) is 0.429. (8) The peptide sequence is FIAEIDHWI. The MHC is HLA-A02:01 with pseudo-sequence HLA-A02:01. The binding affinity (normalized) is 0.711. (9) The peptide sequence is DSFLRKIGDK. The MHC is HLA-A33:01 with pseudo-sequence HLA-A33:01. The binding affinity (normalized) is 0.299.